This data is from Forward reaction prediction with 1.9M reactions from USPTO patents (1976-2016). The task is: Predict the product of the given reaction. (1) Given the reactants [C:1]([CH2:4][N:5]([S:28]([CH3:31])(=[O:30])=[O:29])[C:6]1[CH:7]=[C:8]([CH:24]=[C:25]([Cl:27])[CH:26]=1)[C:9]([NH:11][CH2:12][C:13]1[CH:18]=[CH:17][C:16]([C:19]#[N:20])=[CH:15][C:14]=1[N+:21]([O-])=O)=[O:10])(=[O:3])[NH2:2], predict the reaction product. The product is: [NH2:21][C:14]1[CH:15]=[C:16]([C:19]#[N:20])[CH:17]=[CH:18][C:13]=1[CH2:12][NH:11][C:9](=[O:10])[C:8]1[CH:24]=[C:25]([Cl:27])[CH:26]=[C:6]([N:5]([CH2:4][C:1](=[O:3])[NH2:2])[S:28]([CH3:31])(=[O:30])=[O:29])[CH:7]=1. (2) Given the reactants C([C@H]1COC(=O)N1[C:14](=[O:30])[C@H:15]([CH2:28][CH3:29])[CH2:16]/[CH:17]=[CH:18]/[CH2:19][O:20][CH2:21][C:22]1[CH:27]=[CH:26][CH:25]=[CH:24][CH:23]=1)C1C=CC=CC=1.OO.O.[OH-].[Li+].S([O-])([O-])(=[O:38])=S.[Na+].[Na+], predict the reaction product. The product is: [CH2:21]([O:20][CH2:19]/[CH:18]=[CH:17]/[CH2:16][C@@H:15]([CH2:28][CH3:29])[C:14]([OH:30])=[O:38])[C:22]1[CH:23]=[CH:24][CH:25]=[CH:26][CH:27]=1. (3) Given the reactants [CH3:1][O:2][C:3]1[CH:33]=[CH:32][C:6]([CH2:7][N:8]([CH3:31])[C:9]2[CH:18]=[C:17]3[C:12]([CH:13]=[C:14]([C:22]4[CH:27]=[C:26]([NH2:28])[C:25]([F:29])=[CH:24][C:23]=4[Cl:30])[C:15](=[O:21])[N:16]3[CH2:19][CH3:20])=[CH:11][N:10]=2)=[CH:5][CH:4]=1.[F:34][C:35]1[CH:40]=[CH:39][C:38]([F:41])=[CH:37][C:36]=1[N:42]=[C:43]=[O:44], predict the reaction product. The product is: [Cl:30][C:23]1[C:22]([C:14]2[C:15](=[O:21])[N:16]([CH2:19][CH3:20])[C:17]3[C:12]([CH:13]=2)=[CH:11][N:10]=[C:9]([N:8]([CH2:7][C:6]2[CH:5]=[CH:4][C:3]([O:2][CH3:1])=[CH:33][CH:32]=2)[CH3:31])[CH:18]=3)=[CH:27][C:26]([NH:28][C:43]([NH:42][C:36]2[CH:37]=[C:38]([F:41])[CH:39]=[CH:40][C:35]=2[F:34])=[O:44])=[C:25]([F:29])[CH:24]=1. (4) The product is: [CH2:1]([O:3][C:4]([C:6]1[S:10][C:9]([C:11]2[CH:16]=[CH:15][C:14]([C:17]([F:20])([F:19])[F:18])=[CH:13][CH:12]=2)=[N:8][C:7]=1[CH2:21][N:28]([C:29]([O:31][C:32]([CH3:33])([CH3:35])[CH3:34])=[O:30])[CH2:27][C:26]([O:25][CH2:23][CH3:24])=[O:36])=[O:5])[CH3:2]. Given the reactants [CH2:1]([O:3][C:4]([C:6]1[S:10][C:9]([C:11]2[CH:16]=[CH:15][C:14]([C:17]([F:20])([F:19])[F:18])=[CH:13][CH:12]=2)=[N:8][C:7]=1[CH2:21]Br)=[O:5])[CH3:2].[CH2:23]([O:25][C:26](=[O:36])[CH2:27][NH:28][C:29]([O:31][C:32]([CH3:35])([CH3:34])[CH3:33])=[O:30])[CH3:24].[H-].[Na+], predict the reaction product. (5) Given the reactants [CH3:1][O:2][C:3]1[CH:56]=[CH:55][CH:54]=[CH:53][C:4]=1[CH2:5][O:6][CH2:7][CH2:8][CH2:9][O:10][C:11]1[CH:16]=[CH:15][C:14]([CH:17]2[CH2:22][CH2:21][N:20]([C:23]([O:25][C:26]([CH3:29])([CH3:28])[CH3:27])=[O:24])[CH2:19][CH:18]2[O:30][CH2:31][CH2:32][O:33][C:34]2[CH:39]=[CH:38][CH:37]=[CH:36][C:35]=2[CH2:40][CH2:41]OS(C2C=CC(C)=CC=2)(=O)=O)=[CH:13][CH:12]=1.[C-:57]#[N:58].[K+], predict the reaction product. The product is: [C:57]([CH2:41][CH2:40][C:35]1[CH:36]=[CH:37][CH:38]=[CH:39][C:34]=1[O:33][CH2:32][CH2:31][O:30][CH:18]1[CH:17]([C:14]2[CH:13]=[CH:12][C:11]([O:10][CH2:9][CH2:8][CH2:7][O:6][CH2:5][C:4]3[CH:53]=[CH:54][CH:55]=[CH:56][C:3]=3[O:2][CH3:1])=[CH:16][CH:15]=2)[CH2:22][CH2:21][N:20]([C:23]([O:25][C:26]([CH3:27])([CH3:28])[CH3:29])=[O:24])[CH2:19]1)#[N:58]. (6) Given the reactants [NH2:1][CH2:2][CH2:3][CH2:4][CH2:5][CH2:6][CH2:7]O.Cl[C:10]1[C:19]2[C:14](=[CH:15][CH:16]=[CH:17][CH:18]=2)[N:13]=[CH:12][CH:11]=1.[I-].[K+].S(Cl)(Cl)=O.[NH:26]1[CH2:31][CH2:30][CH2:29][CH2:28][CH2:27]1.C(=O)([O-])[O-].[K+].[K+], predict the reaction product. The product is: [N:26]1([CH2:7][CH2:6][CH2:5][CH2:4][CH2:3][CH2:2][NH:1][C:10]2[C:19]3[C:14](=[CH:15][CH:16]=[CH:17][CH:18]=3)[N:13]=[CH:12][CH:11]=2)[CH2:31][CH2:30][CH2:29][CH2:28][CH2:27]1.